Dataset: NCI-60 drug combinations with 297,098 pairs across 59 cell lines. Task: Regression. Given two drug SMILES strings and cell line genomic features, predict the synergy score measuring deviation from expected non-interaction effect. (1) Drug 1: CC(C1=C(C=CC(=C1Cl)F)Cl)OC2=C(N=CC(=C2)C3=CN(N=C3)C4CCNCC4)N. Drug 2: CC1=C2C(C(=O)C3(C(CC4C(C3C(C(C2(C)C)(CC1OC(=O)C(C(C5=CC=CC=C5)NC(=O)C6=CC=CC=C6)O)O)OC(=O)C7=CC=CC=C7)(CO4)OC(=O)C)O)C)OC(=O)C. Cell line: MCF7. Synergy scores: CSS=38.7, Synergy_ZIP=1.81, Synergy_Bliss=2.77, Synergy_Loewe=-10.2, Synergy_HSA=4.02. (2) Drug 1: CC12CCC(CC1=CCC3C2CCC4(C3CC=C4C5=CN=CC=C5)C)O. Drug 2: CC1=CC=C(C=C1)C2=CC(=NN2C3=CC=C(C=C3)S(=O)(=O)N)C(F)(F)F. Cell line: RXF 393. Synergy scores: CSS=14.7, Synergy_ZIP=-1.73, Synergy_Bliss=2.60, Synergy_Loewe=-6.48, Synergy_HSA=3.49. (3) Drug 1: COC1=C(C=C2C(=C1)N=CN=C2NC3=CC(=C(C=C3)F)Cl)OCCCN4CCOCC4. Drug 2: C(=O)(N)NO. Cell line: SF-295. Synergy scores: CSS=6.93, Synergy_ZIP=-2.60, Synergy_Bliss=-2.43, Synergy_Loewe=-0.277, Synergy_HSA=-0.189. (4) Drug 1: C1=CC(=CC=C1CC(C(=O)O)N)N(CCCl)CCCl.Cl. Drug 2: CCC1(C2=C(COC1=O)C(=O)N3CC4=CC5=C(C=CC(=C5CN(C)C)O)N=C4C3=C2)O.Cl. Cell line: SNB-19. Synergy scores: CSS=27.1, Synergy_ZIP=-4.54, Synergy_Bliss=0.0172, Synergy_Loewe=-23.2, Synergy_HSA=-1.70. (5) Drug 1: CC1=CC2C(CCC3(C2CCC3(C(=O)C)OC(=O)C)C)C4(C1=CC(=O)CC4)C. Drug 2: CC1=C2C(C(=O)C3(C(CC4C(C3C(C(C2(C)C)(CC1OC(=O)C(C(C5=CC=CC=C5)NC(=O)C6=CC=CC=C6)O)O)OC(=O)C7=CC=CC=C7)(CO4)OC(=O)C)O)C)OC(=O)C. Cell line: OVCAR3. Synergy scores: CSS=34.8, Synergy_ZIP=6.45, Synergy_Bliss=5.58, Synergy_Loewe=-48.3, Synergy_HSA=3.85.